This data is from Forward reaction prediction with 1.9M reactions from USPTO patents (1976-2016). The task is: Predict the product of the given reaction. (1) The product is: [NH2:24][C:2]1[C:11]2[N:12]=[C:13]([OH:23])[N:14]([C@@H:15]([C:17]3[CH:22]=[CH:21][CH:20]=[CH:19][CH:18]=3)[CH3:16])[C:10]=2[C:9]2[CH:8]=[CH:7][CH:6]=[CH:5][C:4]=2[N:3]=1. Given the reactants Cl[C:2]1[C:11]2[N:12]=[C:13]([OH:23])[N:14]([C@@H:15]([C:17]3[CH:22]=[CH:21][CH:20]=[CH:19][CH:18]=3)[CH3:16])[C:10]=2[C:9]2[CH:8]=[CH:7][CH:6]=[CH:5][C:4]=2[N:3]=1.[NH3:24], predict the reaction product. (2) Given the reactants [CH2:1]([O:8][C:9]([N:11]1[CH2:16][CH2:15][CH:14]([C:17](=[O:34])[C:18]2[CH:23]=[CH:22][C:21]([C@@H:24]([NH:26][C:27]([O:29][C:30]([CH3:33])([CH3:32])[CH3:31])=[O:28])[CH3:25])=[CH:20][CH:19]=2)[CH2:13][CH2:12]1)=[O:10])[C:2]1[CH:7]=[CH:6][CH:5]=[CH:4][CH:3]=1.[CH3:35][Mg]Cl.[Cl-].[NH4+], predict the reaction product. The product is: [CH2:1]([O:8][C:9]([N:11]1[CH2:16][CH2:15][CH:14]([C:17]([C:18]2[CH:19]=[CH:20][C:21]([C@@H:24]([NH:26][C:27]([O:29][C:30]([CH3:33])([CH3:32])[CH3:31])=[O:28])[CH3:25])=[CH:22][CH:23]=2)([OH:34])[CH3:35])[CH2:13][CH2:12]1)=[O:10])[C:2]1[CH:7]=[CH:6][CH:5]=[CH:4][CH:3]=1. (3) Given the reactants [CH3:1][C:2]1[C:6]([C:7]2[CH:19]=[N:18][C:17]3[C:16]4[CH:15]=[CH:14][C:13]([CH:20]=[O:21])=[CH:12][C:11]=4[NH:10][C:9]=3[CH:8]=2)=[C:5]([CH3:22])[O:4][N:3]=1.C(=O)([O-])[O-].[Cs+].[Cs+].[CH2:29](Br)[C:30]1[CH:35]=[CH:34][CH:33]=[CH:32][CH:31]=1, predict the reaction product. The product is: [CH2:29]([N:10]1[C:11]2[CH:12]=[C:13]([CH:20]=[O:21])[CH:14]=[CH:15][C:16]=2[C:17]2[N:18]=[CH:19][C:7]([C:6]3[C:2]([CH3:1])=[N:3][O:4][C:5]=3[CH3:22])=[CH:8][C:9]1=2)[C:30]1[CH:35]=[CH:34][CH:33]=[CH:32][CH:31]=1.